This data is from Reaction yield outcomes from USPTO patents with 853,638 reactions. The task is: Predict the reaction yield, written as a fraction of the theoretical maximum amount of product (1.0 means a 100% yield; for example, 0.34 means a 34% yield). (1) The reactants are Br[C:2]1[CH:3]=[C:4]([CH:7]=[C:8](Br)[CH:9]=1)[CH:5]=[O:6].[C:11]([C:15]1[CH:16]=[C:17]([CH:20]=[C:21]([C:23]([CH3:26])([CH3:25])[CH3:24])[CH:22]=1)[CH:18]=[CH2:19])([CH3:14])([CH3:13])[CH3:12].[C:27](=O)([O-])[O-].[Na+].[Na+].[C:33]([C:37]1([CH3:48])[C:42](O)=[C:41]([C:44]([CH3:47])([CH3:46])[CH3:45])[CH:40]=[CH:39][CH2:38]1)([CH3:36])([CH3:35])[CH3:34]. The catalyst is CC1C(P(C2C([CH2-])=CC=CC=2)C2C(C)=CC=CC=2)=CC=CC=1.CC1C(P(C2C([CH2-])=CC=CC=2)C2C(C)=CC=CC=2)=CC=CC=1.CC(O)=O.CC(O)=O.[Pd].[Pd].CN(C)C(=O)C. The product is [C:11]([C:15]1[CH:16]=[C:17]([CH:20]=[C:21]([C:23]([CH3:26])([CH3:25])[CH3:24])[CH:22]=1)[CH:18]=[CH:19][C:2]1[CH:3]=[C:4]([CH:7]=[C:8]([CH:27]=[CH:38][C:39]2[CH:48]=[C:37]([C:33]([CH3:36])([CH3:35])[CH3:34])[CH:42]=[C:41]([C:44]([CH3:46])([CH3:45])[CH3:47])[CH:40]=2)[CH:9]=1)[CH:5]=[O:6])([CH3:14])([CH3:12])[CH3:13]. The yield is 0.690. (2) The reactants are [S:1]1[C:8]2[CH:7]=[C:6]([C:9]([OH:11])=O)[NH:5][C:4]=2[CH:3]=[CH:2]1.[CH3:12][CH:13]1[CH2:18][NH:17][CH2:16][CH2:15][NH:14]1. No catalyst specified. The product is [CH3:12][CH:13]1[NH:14][CH2:15][CH2:16][N:17]([C:9]([C:6]2[NH:5][C:4]3[CH:3]=[CH:2][S:1][C:8]=3[CH:7]=2)=[O:11])[CH2:18]1. The yield is 0.780. (3) The reactants are C1(C)C=CC=CC=1.Br[C:9]1[N:14]=[C:13]([O:15][CH2:16][CH2:17][O:18][C:19]2[CH:26]=[CH:25][C:22]([CH:23]=[O:24])=[CH:21][CH:20]=2)[CH:12]=[CH:11][CH:10]=1.C(=O)([O-])[O-].[Na+].[Na+].[F:33][C:34]1[CH:39]=[C:38]([F:40])[CH:37]=[CH:36][C:35]=1C1C=CC=CC=1B(O)O. The catalyst is C(O)C.C1C=CC([P]([Pd]([P](C2C=CC=CC=2)(C2C=CC=CC=2)C2C=CC=CC=2)([P](C2C=CC=CC=2)(C2C=CC=CC=2)C2C=CC=CC=2)[P](C2C=CC=CC=2)(C2C=CC=CC=2)C2C=CC=CC=2)(C2C=CC=CC=2)C2C=CC=CC=2)=CC=1. The product is [F:33][C:34]1[CH:39]=[C:38]([F:40])[CH:37]=[CH:36][C:35]=1[C:9]1[N:14]=[C:13]([O:15][CH2:16][CH2:17][O:18][C:19]2[CH:26]=[CH:25][C:22]([CH:23]=[O:24])=[CH:21][CH:20]=2)[CH:12]=[CH:11][CH:10]=1. The yield is 0.645. (4) The reactants are [C:1]([NH:4][C:5]1[CH:10]=[C:9]([C:11]2[S:15][C:14]([C:16]([OH:18])=O)=[C:13]([CH2:19][C:20]3[CH:25]=[CH:24][C:23]([Cl:26])=[CH:22][CH:21]=3)[C:12]=2[C:27]#[N:28])[CH:8]=[CH:7][N:6]=1)(=[O:3])[CH3:2].Cl.C[N:31](C)CCCN=C=NCC.O.ON1C2C=CC=CC=2N=N1.[OH-].[NH4+]. The yield is 0.420. The catalyst is ClCCl. The product is [C:1]([NH:4][C:5]1[CH:10]=[C:9]([C:11]2[S:15][C:14]([C:16]([NH2:31])=[O:18])=[C:13]([CH2:19][C:20]3[CH:21]=[CH:22][C:23]([Cl:26])=[CH:24][CH:25]=3)[C:12]=2[C:27]#[N:28])[CH:8]=[CH:7][N:6]=1)(=[O:3])[CH3:2]. (5) The reactants are [NH:1]([C:3]1[CH:4]=[C:5]([CH:8]=[CH:9][N:10]=1)[C:6]#[N:7])[NH2:2].O=[C:12]([CH3:19])[CH2:13][C:14](OCC)=[O:15]. The catalyst is CCO.CC(O)=O. The product is [OH:15][C:14]1[N:1]([C:3]2[CH:4]=[C:5]([C:6]#[N:7])[CH:8]=[CH:9][N:10]=2)[N:2]=[C:12]([CH3:19])[CH:13]=1. The yield is 0.670. (6) The reactants are [OH-].[K+].[CH2:3]([N:10]([CH2:22][C@H:23]([OH:32])[CH2:24][O:25][C:26]1[CH:31]=[CH:30][CH:29]=[CH:28][CH:27]=1)[C@H:11]([CH2:20][OH:21])[CH2:12][C:13]1[CH:18]=[CH:17][C:16]([OH:19])=[CH:15][CH:14]=1)[C:4]1[CH:9]=[CH:8][CH:7]=[CH:6][CH:5]=1.Cl[C:34]1[C:43]2[C:38](=[CH:39][CH:40]=[C:41]([F:44])[CH:42]=2)[N:37]=[CH:36][CH:35]=1. The catalyst is CS(C)=O. The product is [CH2:3]([N:10]([CH2:22][C@H:23]([OH:32])[CH2:24][O:25][C:26]1[CH:27]=[CH:28][CH:29]=[CH:30][CH:31]=1)[C@@H:11]([CH2:12][C:13]1[CH:18]=[CH:17][C:16]([O:19][C:34]2[C:43]3[C:38](=[CH:39][CH:40]=[C:41]([F:44])[CH:42]=3)[N:37]=[CH:36][CH:35]=2)=[CH:15][CH:14]=1)[CH2:20][OH:21])[C:4]1[CH:9]=[CH:8][CH:7]=[CH:6][CH:5]=1. The yield is 0.480.